Dataset: Reaction yield outcomes from USPTO patents with 853,638 reactions. Task: Predict the reaction yield, written as a fraction of the theoretical maximum amount of product (1.0 means a 100% yield; for example, 0.34 means a 34% yield). (1) The catalyst is ClCCl. The yield is 0.550. The product is [OH:8][CH2:9][CH2:10][O:11][C:12]1[CH:20]=[C:19]2[C:15]([C:16]([C:21](=[O:38])[CH:22]([NH:29][C:30]3[CH:35]=[CH:34][CH:33]=[C:32]([O:36][CH3:37])[CH:31]=3)[C:23]3[CH:24]=[CH:25][CH:26]=[CH:27][CH:28]=3)=[CH:17][NH:18]2)=[CH:14][CH:13]=1. The reactants are [Si]([O:8][CH2:9][CH2:10][O:11][C:12]1[CH:20]=[C:19]2[C:15]([C:16]([C:21](=[O:38])[CH:22]([NH:29][C:30]3[CH:35]=[CH:34][CH:33]=[C:32]([O:36][CH3:37])[CH:31]=3)[C:23]3[CH:28]=[CH:27][CH:26]=[CH:25][CH:24]=3)=[CH:17][NH:18]2)=[CH:14][CH:13]=1)(C(C)(C)C)(C)C.Cl.O1CCOCC1.[OH-].[Na+]. (2) The reactants are Br[C:2]1[C:10]2[C:6](=[N:7][O:8][N:9]=2)[CH:5]=[C:4]([Br:11])[CH:3]=1.[CH2:12]([NH2:19])[C:13]1[CH:18]=[CH:17][CH:16]=[CH:15][CH:14]=1. The catalyst is CS(C)=O.O. The product is [CH2:12]([NH:19][C:2]1[C:10]2[C:6](=[N:7][O:8][N:9]=2)[CH:5]=[C:4]([Br:11])[CH:3]=1)[C:13]1[CH:18]=[CH:17][CH:16]=[CH:15][CH:14]=1. The yield is 0.430. (3) The reactants are [CH2:1]([C:4]1[S:29][C:7]2[N:8]=[C:9]([O:25][CH2:26][CH2:27][NH2:28])[N:10]=[C:11]([N:12]3[CH2:17][CH2:16][N:15]4[C:18]([C:21]([F:24])([F:23])[F:22])=[N:19][N:20]=[C:14]4[CH2:13]3)[C:6]=2[CH:5]=1)[CH2:2][CH3:3].[F:30][C:31]([F:42])([F:41])[C:32](O[C:32](=[O:33])[C:31]([F:42])([F:41])[F:30])=[O:33]. No catalyst specified. The product is [F:30][C:31]([F:42])([F:41])[C:32]([NH:28][CH2:27][CH2:26][O:25][C:9]1[N:10]=[C:11]([N:12]2[CH2:17][CH2:16][N:15]3[C:18]([C:21]([F:22])([F:24])[F:23])=[N:19][N:20]=[C:14]3[CH2:13]2)[C:6]2[CH:5]=[C:4]([CH2:1][CH2:2][CH3:3])[S:29][C:7]=2[N:8]=1)=[O:33]. The yield is 0.530. (4) The reactants are [CH2:1]([O:8][N:9]1[C:15](=[O:16])[N:14]2[CH2:17][C@H:10]1[CH2:11][CH2:12][C@H:13]2[C:18]([OH:20])=O)[C:2]1[CH:7]=[CH:6][CH:5]=[CH:4][CH:3]=1.[CH3:21][O:22][CH2:23][C:24]([NH:26][NH2:27])=[O:25].ON1C2C=CC=CC=2N=N1.Cl.C(N=C=NCCCN(C)C)C. The catalyst is C(Cl)Cl. The product is [CH2:1]([O:8][N:9]1[C:15](=[O:16])[N:14]2[CH2:17][C@H:10]1[CH2:11][CH2:12][C@H:13]2[C:18]([NH:27][NH:26][C:24](=[O:25])[CH2:23][O:22][CH3:21])=[O:20])[C:2]1[CH:3]=[CH:4][CH:5]=[CH:6][CH:7]=1. The yield is 0.820. (5) The reactants are [CH:1]1([CH2:7][CH2:8][C:9]([NH:11][CH3:12])=O)[CH2:6][CH2:5][CH:4]=[CH:3][CH2:2]1.[H-].[Al+3].[Li+].[H-].[H-].[H-]. The catalyst is O1CCCC1. The product is [CH:1]1([CH2:7][CH2:8][CH2:9][NH:11][CH3:12])[CH2:6][CH2:5][CH:4]=[CH:3][CH2:2]1. The yield is 0.660.